From a dataset of Full USPTO retrosynthesis dataset with 1.9M reactions from patents (1976-2016). Predict the reactants needed to synthesize the given product. (1) Given the product [Cl:14][C:10]1[CH:11]=[C:12]2[C:7](=[CH:8][CH:9]=1)[N:6]([CH3:15])[C:5]([CH2:3][NH:2][CH3:1])=[CH:13]2, predict the reactants needed to synthesize it. The reactants are: [CH3:1][NH:2][C:3]([C:5]1[N:6]([CH3:15])[C:7]2[C:12]([CH:13]=1)=[CH:11][C:10]([Cl:14])=[CH:9][CH:8]=2)=O.[H-].[Al+3].[Li+].[H-].[H-].[H-]. (2) Given the product [CH3:15][N:16]1[C:20](=[O:21])[N:1]([C:4]2[CH:5]=[C:6]([CH:9]=[C:10]([N+:12]([O-:14])=[O:13])[CH:11]=2)[C:7]#[N:8])[N:18]=[N:17]1, predict the reactants needed to synthesize it. The reactants are: [N+:1]([C:4]1[CH:5]=[C:6]([CH:9]=[C:10]([N+:12]([O-:14])=[O:13])[CH:11]=1)[C:7]#[N:8])([O-])=O.[CH3:15][N:16]1[C:20](=[O:21])N[N:18]=[N:17]1.C([O-])([O-])=O.[K+].[K+].O. (3) Given the product [C:1]1([CH2:11][N:12]2[C:16]3[CH:17]=[CH:18][CH:19]=[CH:20][C:15]=3[N:14]=[C:13]2[S:21][CH2:22][CH2:23][CH2:24][C:25]([OH:27])=[O:26])[C:10]2[C:5](=[CH:6][CH:7]=[CH:8][CH:9]=2)[CH:4]=[CH:3][CH:2]=1, predict the reactants needed to synthesize it. The reactants are: [C:1]1([CH2:11][N:12]2[C:16]3[CH:17]=[CH:18][CH:19]=[CH:20][C:15]=3[N:14]=[C:13]2[S:21][CH2:22][CH2:23][CH2:24][C:25]([O:27]CC)=[O:26])[C:10]2[C:5](=[CH:6][CH:7]=[CH:8][CH:9]=2)[CH:4]=[CH:3][CH:2]=1.[OH-].[Li+].C(O)(=O)CC(CC(O)=O)(C(O)=O)O. (4) Given the product [F:1][CH2:2][C:3]([CH2:9][F:10])([CH2:7][CH3:8])[CH2:4][C:5]([OH:11])=[O:6], predict the reactants needed to synthesize it. The reactants are: [F:1][CH2:2][C:3]([CH2:9][F:10])([CH2:7][CH3:8])[CH2:4][CH:5]=[O:6].[OH:11]OS([O-])=O.[K+]. (5) Given the product [CH2:28]([CH:22]1[CH2:23][C:24](=[O:27])[NH:25][N:26]=[C:21]1[C:19]1[CH:18]=[CH:17][C:15]2[N:16]=[C:12]([C:9]3[CH:10]=[CH:11][C:6]([O:5][CH2:4][CH:3]=[O:2])=[CH:7][CH:8]=3)[O:13][C:14]=2[CH:20]=1)[CH3:29], predict the reactants needed to synthesize it. The reactants are: C[O:2][CH:3](OC)[CH2:4][O:5][C:6]1[CH:11]=[CH:10][C:9]([C:12]2[O:13][C:14]3[CH:20]=[C:19]([C:21]4[CH:22]([CH2:28][CH3:29])[CH2:23][C:24](=[O:27])[NH:25][N:26]=4)[CH:18]=[CH:17][C:15]=3[N:16]=2)=[CH:8][CH:7]=1.Cl.O1CCOCC1. (6) Given the product [CH:10](=[N:1][C:2]1[CH:3]=[C:4]([CH3:9])[CH:5]=[CH:6][C:7]=1[OH:8])[C:11]1[CH:16]=[CH:15][CH:14]=[CH:13][CH:12]=1, predict the reactants needed to synthesize it. The reactants are: [NH2:1][C:2]1[C:7]([OH:8])=[CH:6][CH:5]=[C:4]([CH3:9])[CH:3]=1.[CH:10](=O)[C:11]1[CH:16]=[CH:15][CH:14]=[CH:13][CH:12]=1.